Task: Regression/Classification. Given a drug SMILES string, predict its toxicity properties. Task type varies by dataset: regression for continuous values (e.g., LD50, hERG inhibition percentage) or binary classification for toxic/non-toxic outcomes (e.g., AMES mutagenicity, cardiotoxicity, hepatotoxicity). Dataset: ames.. Dataset: Ames mutagenicity test results for genotoxicity prediction (1) The compound is CC(=O)N(O)c1ccc(Cl)cc1. The result is 0 (non-mutagenic). (2) The compound is O=[N+]([O-])c1cccc(NS(=O)(=O)c2cccc3cccnc23)c1. The result is 0 (non-mutagenic). (3) The compound is O=C(Cl)c1ccccc1[N+](=O)[O-]. The result is 1 (mutagenic).